From a dataset of Forward reaction prediction with 1.9M reactions from USPTO patents (1976-2016). Predict the product of the given reaction. (1) Given the reactants [CH3:1][C:2]1([CH3:18])[CH:7]2[CH2:8][CH:3]1[CH2:4][CH2:5][CH:6]2[C:9]1([CH3:17])[N:13]([CH3:14])[C:12](=[O:15])[NH:11][C:10]1=[O:16].Br[CH2:20][C:21]([C:23]1[NH:24][CH:25]=[CH:26][CH:27]=1)=[O:22], predict the reaction product. The product is: [CH3:1][C:2]1([CH3:18])[C@H:7]2[CH2:8][C@@H:3]1[CH2:4][CH2:5][C@@H:6]2[C:9]1([CH3:17])[N:13]([CH3:14])[C:12](=[O:15])[N:11]([CH2:20][C:21](=[O:22])[C:23]2[NH:24][CH:25]=[CH:26][CH:27]=2)[C:10]1=[O:16]. (2) Given the reactants [Cl:1][C:2]1[CH:7]=[CH:6][CH:5]=[C:4]([Cl:8])[C:3]=1[C:9]1[C:10]([OH:15])=[CH:11][CH:12]=[CH:13][CH:14]=1.[I:16]I, predict the reaction product. The product is: [I:16][C:11]1[CH:12]=[CH:13][CH:14]=[C:9]([C:3]2[C:2]([Cl:1])=[CH:7][CH:6]=[CH:5][C:4]=2[Cl:8])[C:10]=1[OH:15]. (3) Given the reactants [CH:1]([N:14]1[CH2:17][C:16]([CH2:18][O:19][C:20]2[C:32]([CH:33]3[CH2:35][CH2:34]3)=[CH:31][C:23]([C:24]([O:26]C(C)(C)C)=[O:25])=[C:22]([F:36])[CH:21]=2)=[CH:15]1)([C:8]1[CH:13]=[CH:12][CH:11]=[CH:10][CH:9]=1)[C:2]1[CH:7]=[CH:6][CH:5]=[CH:4][CH:3]=1.[OH-].[K+], predict the reaction product. The product is: [CH:1]([N:14]1[CH2:17][CH:16]([CH2:18][O:19][C:20]2[C:32]([CH:33]3[CH2:35][CH2:34]3)=[CH:31][C:23]([C:24]([OH:26])=[O:25])=[C:22]([F:36])[CH:21]=2)[CH2:15]1)([C:8]1[CH:13]=[CH:12][CH:11]=[CH:10][CH:9]=1)[C:2]1[CH:7]=[CH:6][CH:5]=[CH:4][CH:3]=1. (4) Given the reactants ClCCN1CC[C:8]2[CH:11]=[CH:12][C:13]([C:15]3[N:19]([CH3:20])[N:18]=[C:17]([CH3:21])[CH:16]=3)=[CH:14][C:7]=2CC1.[CH3:22][N:23]1[C:27]([C:28]2[CH:37]=[CH:36][CH:35]=[C:34]3[C:29]=2[CH:30]=[CH:31][C:32]([CH3:38])=[N:33]3)=[N:26][NH:25][C:24]1=[S:39].[CH:40]([N:43]([CH2:47][CH3:48])[CH:44]([CH3:46])[CH3:45])([CH3:42])C.[I-].[Na+].[CH3:51]N(C)C=O, predict the reaction product. The product is: [CH3:20][N:19]1[C:15]([C:13]2[CH:12]=[CH:11][C:8]3[CH2:48][CH2:47][N:43]([CH:44]([CH3:45])[CH2:46][CH2:51][S:39][C:24]4[N:23]([CH3:22])[C:27]([C:28]5[CH:37]=[CH:36][CH:35]=[C:34]6[C:29]=5[CH:30]=[CH:31][C:32]([CH3:38])=[N:33]6)=[N:26][N:25]=4)[CH2:40][CH2:42][C:7]=3[CH:14]=2)=[CH:16][C:17]([CH3:21])=[N:18]1. (5) Given the reactants [OH:1][C:2]1[C:10]([N+:11]([O-:13])=[O:12])=[CH:9][CH:8]=[CH:7][C:3]=1[C:4]([OH:6])=[O:5].[C:14]([O-])([O-])=O.[K+].[K+].S(OC)(OC)(=O)=O, predict the reaction product. The product is: [OH:1][C:2]1[C:10]([N+:11]([O-:13])=[O:12])=[CH:9][CH:8]=[CH:7][C:3]=1[C:4]([O:6][CH3:14])=[O:5].